This data is from Full USPTO retrosynthesis dataset with 1.9M reactions from patents (1976-2016). The task is: Predict the reactants needed to synthesize the given product. (1) Given the product [Cl:1][C:2]1[CH:7]=[CH:6][C:5]([CH:8]2[C:9]3[N:35]([CH3:34])[N:36]=[C:28]([CH:30]4[CH2:32][CH2:31]4)[C:10]=3[C:11](=[O:27])[N:12]2[C:13]2[CH:14]=[C:15]([O:25][CH3:26])[C:16]3[N:17]([C:19]([CH:22]([F:23])[F:24])=[N:20][N:21]=3)[CH:18]=2)=[CH:4][CH:3]=1, predict the reactants needed to synthesize it. The reactants are: [Cl:1][C:2]1[CH:7]=[CH:6][C:5]([CH:8]2[N:12]([C:13]3[CH:14]=[C:15]([O:25][CH3:26])[C:16]4[N:17]([C:19]([CH:22]([F:24])[F:23])=[N:20][N:21]=4)[CH:18]=3)[C:11](=[O:27])[CH:10]([C:28]([CH:30]3[CH2:32][CH2:31]3)=O)[C:9]2=O)=[CH:4][CH:3]=1.[CH3:34][NH:35][NH2:36]. (2) Given the product [F:19][C:18]([F:20])([F:21])[O:17][C:12]1[CH:13]=[CH:14][CH:15]=[CH:16][C:11]=1[C:7]1[CH:6]=[C:5]([CH:10]=[CH:9][CH:8]=1)[C:4]([OH:22])=[O:3], predict the reactants needed to synthesize it. The reactants are: C([O:3][C:4](=[O:22])[C:5]1[CH:10]=[CH:9][CH:8]=[C:7]([C:11]2[CH:16]=[CH:15][CH:14]=[CH:13][C:12]=2[O:17][C:18]([F:21])([F:20])[F:19])[CH:6]=1)C.[OH-].[Na+].